Dataset: Forward reaction prediction with 1.9M reactions from USPTO patents (1976-2016). Task: Predict the product of the given reaction. (1) Given the reactants [O:1]1[CH2:6][CH2:5][NH:4][C:3]2[N:7]=[CH:8][C:9](/[CH:11]=[CH:12]/[C:13]([N:15]([CH3:27])[CH2:16][C:17]3[O:18][C:19]4[CH:26]=[CH:25][CH:24]=[CH:23][C:20]=4[C:21]=3[CH3:22])=[O:14])=[CH:10][C:2]1=2.[ClH:28], predict the reaction product. The product is: [ClH:28].[O:1]1[CH2:6][CH2:5][NH:4][C:3]2[N:7]=[CH:8][C:9](/[CH:11]=[CH:12]/[C:13]([N:15]([CH3:27])[CH2:16][C:17]3[O:18][C:19]4[CH:26]=[CH:25][CH:24]=[CH:23][C:20]=4[C:21]=3[CH3:22])=[O:14])=[CH:10][C:2]1=2. (2) Given the reactants [C:1]([O:5][C:6](=[O:57])[CH2:7][N:8]([CH2:49][C:50](=[O:56])[O:51][C:52]([CH3:55])([CH3:54])[CH3:53])[CH2:9][CH2:10][N:11]1[CH2:19][CH2:18][N:17]([CH2:20][CH2:21][N:22]([CH2:31][C:32](=[O:38])[O:33][C:34]([CH3:37])([CH3:36])[CH3:35])[CH2:23][C:24](=[O:30])[O:25][C:26]([CH3:29])([CH3:28])[CH3:27])[CH2:16][CH2:15][N:14](C(OCC2C=CC=CC=2)=O)[CH2:13][CH2:12]1)([CH3:4])([CH3:3])[CH3:2].OCC1(OC[C@@H](O)[C@@H](O)[C@H]1O)O, predict the reaction product. The product is: [C:52]([O:51][C:50](=[O:56])[CH2:49][N:8]([CH2:7][C:6](=[O:57])[O:5][C:1]([CH3:4])([CH3:3])[CH3:2])[CH2:9][CH2:10][N:11]1[CH2:12][CH2:13][NH:14][CH2:15][CH2:16][N:17]([CH2:20][CH2:21][N:22]([CH2:31][C:32]([O:33][C:34]([CH3:37])([CH3:36])[CH3:35])=[O:38])[CH2:23][C:24]([O:25][C:26]([CH3:29])([CH3:28])[CH3:27])=[O:30])[CH2:18][CH2:19]1)([CH3:53])([CH3:54])[CH3:55]. (3) Given the reactants [F:1][C:2]1[C:7]([N:8]2[C:12]([S:13]([C:16]3[CH:21]=[CH:20][CH:19]=[C:18]([CH3:22])[CH:17]=3)(=[O:15])=[O:14])=[CH:11][C:10]([C:23](OCC)=[O:24])=[N:9]2)=[CH:6][CH:5]=[CH:4][N:3]=1.[H-].C([Al+]CC(C)C)C(C)C.Cl, predict the reaction product. The product is: [F:1][C:2]1[C:7]([N:8]2[C:12]([S:13]([C:16]3[CH:21]=[CH:20][CH:19]=[C:18]([CH3:22])[CH:17]=3)(=[O:15])=[O:14])=[CH:11][C:10]([CH2:23][OH:24])=[N:9]2)=[CH:6][CH:5]=[CH:4][N:3]=1. (4) Given the reactants C([O:5][C:6](=[O:32])[CH2:7][CH2:8][NH:9][C:10]([NH:12][C:13]1[C:17]2[CH:18]=[CH:19][CH:20]=[CH:21][C:16]=2[O:15][C:14]=1[C:22]([NH:24][C:25]1[CH:30]=[CH:29][C:28]([Cl:31])=[CH:27][N:26]=1)=[O:23])=[O:11])(C)(C)C, predict the reaction product. The product is: [Cl:31][C:28]1[CH:29]=[CH:30][C:25]([NH:24][C:22]([C:14]2[O:15][C:16]3[CH:21]=[CH:20][CH:19]=[CH:18][C:17]=3[C:13]=2[NH:12][C:10]([NH:9][CH2:8][CH2:7][C:6]([OH:32])=[O:5])=[O:11])=[O:23])=[N:26][CH:27]=1. (5) Given the reactants [F:1][C:2]1[CH:3]=[C:4]([C@@:15]([C:24]2[CH:29]=[CH:28][C:27]([F:30])=[CH:26][CH:25]=2)([NH2:23])[CH2:16][C:17]2[CH:22]=[CH:21][CH:20]=[CH:19][CH:18]=2)[CH:5]=[C:6]([O:8][C:9]([F:14])([F:13])[CH:10]([F:12])[F:11])[CH:7]=1.CN1CCOCC1.C1CN([P+](Br)(N2CCCC2)N2CCCC2)CC1.F[P-](F)(F)(F)(F)F.[F:62][C:63]([F:79])([F:78])[C:64]([CH:70]1[O:74][N:73]=[C:72]([C:75](O)=[O:76])[CH2:71]1)([OH:69])[C:65]([F:68])([F:67])[F:66], predict the reaction product. The product is: [F:1][C:2]1[CH:3]=[C:4]([C@@:15]([C:24]2[CH:29]=[CH:28][C:27]([F:30])=[CH:26][CH:25]=2)([NH2:23])[CH2:16][C:17]2[CH:22]=[CH:21][CH:20]=[CH:19][CH:18]=2)[CH:5]=[C:6]([O:8][C:9]([F:14])([F:13])[CH:10]([F:12])[F:11])[CH:7]=1.[F:1][C:2]1[CH:3]=[C:4]([C@:15]([NH:23][C:75]([C:72]2[CH2:71][CH:70]([C:64]([OH:69])([C:63]([F:79])([F:78])[F:62])[C:65]([F:66])([F:67])[F:68])[O:74][N:73]=2)=[O:76])([C:24]2[CH:29]=[CH:28][C:27]([F:30])=[CH:26][CH:25]=2)[CH2:16][C:17]2[CH:22]=[CH:21][CH:20]=[CH:19][CH:18]=2)[CH:5]=[C:6]([O:8][C:9]([F:14])([F:13])[CH:10]([F:12])[F:11])[CH:7]=1. (6) Given the reactants [CH3:1][N:2]([CH3:34])[CH2:3][CH2:4][O:5][C:6]1[CH:11]=[CH:10][C:9]([NH:12][C:13]2[CH:21]=[CH:20][CH:19]=[C:18]3[C:14]=2[C:15](=[O:31])[N:16]([CH:23]2[CH2:28][CH2:27][C:26](=[O:29])[NH:25][C:24]2=[O:30])[C:17]3=[O:22])=[C:8]([O:32][CH3:33])[CH:7]=1.[ClH:35], predict the reaction product. The product is: [ClH:35].[CH3:1][N:2]([CH3:34])[CH2:3][CH2:4][O:5][C:6]1[CH:11]=[CH:10][C:9]([NH:12][C:13]2[CH:21]=[CH:20][CH:19]=[C:18]3[C:14]=2[C:15](=[O:31])[N:16]([CH:23]2[CH2:28][CH2:27][C:26](=[O:29])[NH:25][C:24]2=[O:30])[C:17]3=[O:22])=[C:8]([O:32][CH3:33])[CH:7]=1. (7) Given the reactants [CH3:1][C:2]1([CH3:16])[CH2:8][CH2:7][CH2:6][NH:5][C:4]2[CH:9]=[C:10]([N+:13]([O-:15])=[O:14])[CH:11]=[CH:12][C:3]1=2.[C:17](OC(=O)C)(=[O:19])[CH3:18], predict the reaction product. The product is: [CH3:1][C:2]1([CH3:16])[CH2:8][CH2:7][CH2:6][N:5]([C:17](=[O:19])[CH3:18])[C:4]2[CH:9]=[C:10]([N+:13]([O-:15])=[O:14])[CH:11]=[CH:12][C:3]1=2.